From a dataset of Catalyst prediction with 721,799 reactions and 888 catalyst types from USPTO. Predict which catalyst facilitates the given reaction. Reactant: [CH3:1][C:2]([C:6]1[CH:11]=[CH:10][C:9]([NH:12]C(=O)C)=[C:8]([N+:16]([O-:18])=[O:17])[CH:7]=1)([CH3:5])[CH2:3][CH3:4].O.[OH-].[Na+]. Product: [CH3:5][C:2]([C:6]1[CH:11]=[CH:10][C:9]([NH2:12])=[C:8]([N+:16]([O-:18])=[O:17])[CH:7]=1)([CH3:1])[CH2:3][CH3:4]. The catalyst class is: 5.